From a dataset of NCI-60 drug combinations with 297,098 pairs across 59 cell lines. Regression. Given two drug SMILES strings and cell line genomic features, predict the synergy score measuring deviation from expected non-interaction effect. (1) Drug 1: CC1=C(C(=O)C2=C(C1=O)N3CC4C(C3(C2COC(=O)N)OC)N4)N. Drug 2: B(C(CC(C)C)NC(=O)C(CC1=CC=CC=C1)NC(=O)C2=NC=CN=C2)(O)O. Cell line: BT-549. Synergy scores: CSS=60.4, Synergy_ZIP=-1.62, Synergy_Bliss=-1.29, Synergy_Loewe=-1.03, Synergy_HSA=1.19. (2) Drug 1: CCN(CC)CCNC(=O)C1=C(NC(=C1C)C=C2C3=C(C=CC(=C3)F)NC2=O)C. Drug 2: C1CNP(=O)(OC1)N(CCCl)CCCl. Cell line: A549. Synergy scores: CSS=-3.18, Synergy_ZIP=0.594, Synergy_Bliss=-4.43, Synergy_Loewe=-0.834, Synergy_HSA=-7.17.